From a dataset of Forward reaction prediction with 1.9M reactions from USPTO patents (1976-2016). Predict the product of the given reaction. (1) The product is: [NH2:7][C:8]1[S:9][C:10]([C:19]2[CH:24]=[CH:23][N:22]=[C:21]([NH:32][C:31]3[CH:33]=[CH:34][CH:35]=[C:29]([O:28][CH3:27])[CH:30]=3)[N:20]=2)=[C:11]([C:13]2[CH:14]=[CH:15][CH:16]=[CH:17][CH:18]=2)[N:12]=1. Given the reactants CC(C)COC([NH:7][C:8]1[S:9][C:10]([C:19]2[CH:24]=[CH:23][N:22]=[C:21](I)[N:20]=2)=[C:11]([C:13]2[CH:18]=[CH:17][CH:16]=[CH:15][CH:14]=2)[N:12]=1)=O.[CH3:27][O:28][C:29]1[CH:30]=[C:31]([CH:33]=[CH:34][CH:35]=1)[NH2:32].O.C1(C)C=CC(S(O)(=O)=O)=CC=1, predict the reaction product. (2) Given the reactants Cl[C:2]1[CH:3]=[C:4](CO[C:2]2[CH:7]=[CH:6][CH:5]=[CH:4][C:3]=2CC(OC(C)(C)C)=O)[CH:5]=[C:6](C2CCCCC=2)[CH:7]=1.[C:30]([O:34][C:35]([NH:37][C@@H:38]([C:40]1[C:41]([F:69])=[C:42]([C:46]2[CH:51]=[C:50](O)[CH:49]=[C:48]([CH2:53][O:54][C:55]3[CH:60]=[CH:59][CH:58]=[CH:57][C:56]=3[CH2:61][C:62]([O:64][C:65]([CH3:68])([CH3:67])[CH3:66])=[O:63])[CH:47]=2)[CH:43]=[CH:44][CH:45]=1)[CH3:39])=[O:36])([CH3:33])([CH3:32])[CH3:31], predict the reaction product. The product is: [C:30]([O:34][C:35]([NH:37][C@@H:38]([C:40]1[C:41]([F:69])=[C:42]([C:46]2[CH:51]=[C:50]([C:2]3[CH2:3][CH2:4][CH2:5][CH2:6][CH:7]=3)[CH:49]=[C:48]([CH2:53][O:54][C:55]3[CH:60]=[CH:59][CH:58]=[CH:57][C:56]=3[CH2:61][C:62]([O:64][C:65]([CH3:67])([CH3:66])[CH3:68])=[O:63])[CH:47]=2)[CH:43]=[CH:44][CH:45]=1)[CH3:39])=[O:36])([CH3:33])([CH3:32])[CH3:31]. (3) Given the reactants CS(O[CH2:6][CH2:7][CH2:8][CH2:9][C:10]1[C:11]([CH2:25][CH2:26][CH3:27])=[N:12][N:13]([C:15]2[CH:20]=[CH:19][C:18]([C:21]([F:24])([F:23])[F:22])=[CH:17][N:16]=2)[CH:14]=1)(=O)=O.[H-].[Na+].[F:30][C:31]1[CH:36]=[CH:35][C:34]([C:37]2[C:41]([CH2:42][CH2:43][C:44]([O:46]CC)=[O:45])=[CH:40][NH:39][N:38]=2)=[CH:33][CH:32]=1.O, predict the reaction product. The product is: [F:30][C:31]1[CH:32]=[CH:33][C:34]([C:37]2[C:41]([CH2:42][CH2:43][C:44]([OH:46])=[O:45])=[CH:40][N:39]([CH2:6][CH2:7][CH2:8][CH2:9][C:10]3[C:11]([CH2:25][CH2:26][CH3:27])=[N:12][N:13]([C:15]4[CH:20]=[CH:19][C:18]([C:21]([F:22])([F:23])[F:24])=[CH:17][N:16]=4)[CH:14]=3)[N:38]=2)=[CH:35][CH:36]=1.